This data is from Forward reaction prediction with 1.9M reactions from USPTO patents (1976-2016). The task is: Predict the product of the given reaction. Given the reactants C(OC(=O)[NH:7][CH:8]1[CH2:13][CH2:12][CH:11]([CH2:14][NH2:15])[CH2:10][CH2:9]1)(C)(C)C.C(N(CC)C(C)C)(C)C.[CH2:26]([O:33][C:34](Cl)=[O:35])[C:27]1[CH:32]=[CH:31][CH:30]=[CH:29][CH:28]=1.C(O)(C(F)(F)F)=O, predict the reaction product. The product is: [CH2:26]([O:33][C:34](=[O:35])[NH:15][CH2:14][CH:11]1[CH2:10][CH2:9][CH:8]([NH2:7])[CH2:13][CH2:12]1)[C:27]1[CH:32]=[CH:31][CH:30]=[CH:29][CH:28]=1.